Dataset: Full USPTO retrosynthesis dataset with 1.9M reactions from patents (1976-2016). Task: Predict the reactants needed to synthesize the given product. (1) Given the product [CH3:26][NH:23][C:24]([N:1]1[CH2:2][CH2:3][CH:4]([NH:7][C:8]2[CH:17]=[CH:16][N:15]=[C:14]3[C:9]=2[C:10]2[CH:22]=[CH:21][CH:20]=[CH:19][C:11]=2[C:12](=[O:18])[NH:13]3)[CH2:5][CH2:6]1)=[O:25], predict the reactants needed to synthesize it. The reactants are: [NH:1]1[CH2:6][CH2:5][CH:4]([NH:7][C:8]2[CH:17]=[CH:16][N:15]=[C:14]3[C:9]=2[C:10]2[CH:22]=[CH:21][CH:20]=[CH:19][C:11]=2[C:12](=[O:18])[NH:13]3)[CH2:3][CH2:2]1.[N:23]([CH3:26])=[C:24]=[O:25]. (2) Given the product [CH3:1][C@@H:2]([C@@H:9]1[C@@:13]2([CH3:28])[CH2:14][CH2:15][C@@H:16]3[C@@:21]4([CH3:27])[CH2:22][CH2:23][C@H:24]([OH:26])[CH2:25][C:20]4=[CH:19][CH:18]=[C:17]3[C@@H:12]2[CH2:11][CH2:10]1)[CH2:3][CH2:4][CH2:5][CH:6]([CH3:7])[CH3:8].[CH3:29][C:30]1[CH2:35][CH2:34][C@H:33]([OH:36])[CH2:32][C:31]=1/[CH:37]=[CH:38]\[C:39]1[C@@H:44]2[CH2:45][CH2:46][C@H:47]([C@@H:48]([CH2:50][CH2:51][CH2:52][CH:53]([CH3:55])[CH3:54])[CH3:49])[C@@:43]2([CH3:56])[CH2:42][CH2:41][CH:40]=1.[CH3:57][C:58]1[CH2:63][CH2:62][C@H:61]([OH:64])[CH2:60][C:59]=1/[CH:65]=[CH:66]/[C:67]1[C@@H:72]2[CH2:73][CH2:74][C@H:75]([C@@H:76](/[CH:78]=[CH:79]/[C@@H:80]([CH:82]([CH3:84])[CH3:83])[CH3:81])[CH3:77])[C@@:71]2([CH3:85])[CH2:70][CH2:69][CH:68]=1.[CH3:1][C@@H:2]([C@@H:9]1[C@@:13]2([CH3:28])[CH2:14][CH2:15][C@H:16]3[C@:21]4([CH3:27])[CH2:22][CH2:23][C@H:24]([OH:26])[CH2:25][C:20]4=[CH:19][CH:18]=[C:17]3[C@@H:12]2[CH2:11][CH2:10]1)/[CH:3]=[CH:4]/[C@@H:5]([CH:6]([CH3:7])[CH3:8])[CH3:29], predict the reactants needed to synthesize it. The reactants are: [CH3:1][C@@H:2]([C@@H:9]1[C@@:13]2([CH3:28])[CH2:14][CH2:15][C@@H:16]3[C@@:21]4([CH3:27])[CH2:22][CH2:23][C@H:24]([OH:26])[CH2:25][C:20]4=[CH:19][CH:18]=[C:17]3[C@@H:12]2[CH2:11][CH2:10]1)[CH2:3][CH2:4][CH2:5][CH:6]([CH3:8])[CH3:7].[CH3:29][C:30]1[CH2:35][CH2:34][C@H:33]([OH:36])[CH2:32][C:31]=1/[CH:37]=[CH:38]\[C:39]1[C@@H:44]2[CH2:45][CH2:46][C@H:47]([C@@H:48]([CH2:50][CH2:51][CH2:52][CH:53]([CH3:55])[CH3:54])[CH3:49])[C@@:43]2([CH3:56])[CH2:42][CH2:41][CH:40]=1.[CH3:57][C:58]1[CH2:63][CH2:62][C@H:61]([OH:64])[CH2:60][C:59]=1/[CH:65]=[CH:66]/[C:67]1[C@@H:72]2[CH2:73][CH2:74][C@H:75]([C@@H:76](/[CH:78]=[CH:79]/[C@@H:80]([CH:82]([CH3:84])[CH3:83])[CH3:81])[CH3:77])[C@@:71]2([CH3:85])[CH2:70][CH2:69][CH:68]=1. (3) Given the product [Cl:12][C:4]1[CH:5]=[C:6]([C:8]([F:11])([F:10])[F:9])[CH:7]=[C:2]([CH3:13])[N:3]=1, predict the reactants needed to synthesize it. The reactants are: Cl[C:2]1[CH:7]=[C:6]([C:8]([F:11])([F:10])[F:9])[CH:5]=[C:4]([Cl:12])[N:3]=1.[CH3:13][Mg]Br.O. (4) Given the product [F:31][C:28]1[CH:27]=[CH:26][C:25]([N:22]2[CH2:21][CH2:20][N:19]([C:17](=[O:18])[CH2:16][N:4]3[C:3]([CH3:8])=[C:2]([Br:1])[C:6]([CH3:7])=[N:5]3)[CH2:24][CH2:23]2)=[CH:30][CH:29]=1, predict the reactants needed to synthesize it. The reactants are: [Br:1][C:2]1[C:3]([CH3:8])=[N:4][NH:5][C:6]=1[CH3:7].C([O-])([O-])=O.[K+].[K+].Cl[CH2:16][C:17]([N:19]1[CH2:24][CH2:23][N:22]([C:25]2[CH:30]=[CH:29][C:28]([F:31])=[CH:27][CH:26]=2)[CH2:21][CH2:20]1)=[O:18].CN(C=O)C. (5) Given the product [CH:2]([C:4]1[CH:5]=[CH:6][C:7]([NH2:10])=[N:8][CH:9]=1)([CH3:3])[CH3:1], predict the reactants needed to synthesize it. The reactants are: [CH2:1]=[C:2]([C:4]1[CH:5]=[CH:6][C:7]([NH2:10])=[N:8][CH:9]=1)[CH3:3]. (6) Given the product [Cl:28][C:29]1[CH:34]=[C:33]([C:35]2[CH:40]=[N:39][CH:38]=[C:37]([CH3:41])[N:36]=2)[CH:32]=[CH:31][C:30]=1[C:42]1[C:53](=[O:54])[N:52]([CH2:17][CH2:16][CH2:15][CH2:26][OH:27])[C:45]2[N:46]=[C:47]([NH:59][CH:57]3[CH2:58][O:55][CH2:56]3)[N:48]=[CH:49][C:44]=2[CH:43]=1, predict the reactants needed to synthesize it. The reactants are: CC1C=C(C2C=CC=C(C)N=2)C=CC=1[C:15]1[C:26](=[O:27])NC2N=C(SC)N=C[C:17]=2[CH:16]=1.[Cl:28][C:29]1[CH:34]=[C:33]([C:35]2[CH:40]=[N:39][CH:38]=[C:37]([CH3:41])[N:36]=2)[CH:32]=[CH:31][C:30]=1[C:42]1[C:53](=[O:54])[NH:52][C:45]2[N:46]=[C:47](SC)[N:48]=[CH:49][C:44]=2[CH:43]=1.[O:55]1[CH2:58][CH:57]([NH2:59])[CH2:56]1.C(N)C. (7) Given the product [C:1]([O:4][CH:5]1[CH2:10][CH2:9][N:8]([C:11]2[CH:36]=[CH:13][C:14]([B:18]3[O:22][C:21]([CH3:24])([CH3:23])[C:20]([CH3:26])([CH3:25])[O:19]3)=[CH:15][CH:16]=2)[CH2:7][CH2:6]1)(=[O:3])[CH3:2], predict the reactants needed to synthesize it. The reactants are: [C:1]([O:4][CH:5]1[CH2:10][CH2:9][N:8]([C:11]2[CH:16]=[CH:15][C:14](Br)=[CH:13]N=2)[CH2:7][CH2:6]1)(=[O:3])[CH3:2].[B:18]1([B:18]2[O:22][C:21]([CH3:24])([CH3:23])[C:20]([CH3:26])([CH3:25])[O:19]2)[O:22][C:21]([CH3:24])([CH3:23])[C:20]([CH3:26])([CH3:25])[O:19]1.[CH3:36]C([O-])=O.[K+]. (8) The reactants are: [Br:1][C:2]1[CH:3]=[C:4]2[C:10]([C:11]3[CH:16]=[CH:15][C:14]([OH:17])=[CH:13][CH:12]=3)=[C:9]([C:18]3[CH:23]=[CH:22][CH:21]=[CH:20][CH:19]=3)[NH:8][C:5]2=[N:6][CH:7]=1.Br[CH2:25][CH2:26][O:27][CH2:28][CH2:29][O:30][CH3:31]. Given the product [Br:1][C:2]1[CH:3]=[C:4]2[C:10]([C:11]3[CH:12]=[CH:13][C:14]([O:17][CH2:25][CH2:26][O:27][CH2:28][CH2:29][O:30][CH3:31])=[CH:15][CH:16]=3)=[C:9]([C:18]3[CH:23]=[CH:22][CH:21]=[CH:20][CH:19]=3)[NH:8][C:5]2=[N:6][CH:7]=1, predict the reactants needed to synthesize it. (9) Given the product [NH2:3][CH2:12][C@H:13]([NH:26][C:27](=[O:36])[C@H:28]([C:30]1[CH:31]=[CH:32][CH:33]=[CH:34][CH:35]=1)[CH3:29])[C:14]1[CH:15]=[CH:16][C:17]([O:20][CH2:21][C@@H:22]([CH3:25])[CH2:23][CH3:24])=[CH:18][CH:19]=1, predict the reactants needed to synthesize it. The reactants are: O=C1C2C(=CC=CC=2)C(=O)[N:3]1[CH2:12][C@H:13]([NH:26][C:27](=[O:36])[C@H:28]([C:30]1[CH:35]=[CH:34][CH:33]=[CH:32][CH:31]=1)[CH3:29])[C:14]1[CH:19]=[CH:18][C:17]([O:20][CH2:21][C@@H:22]([CH3:25])[CH2:23][CH3:24])=[CH:16][CH:15]=1.NN.